This data is from Peptide-MHC class II binding affinity with 134,281 pairs from IEDB. The task is: Regression. Given a peptide amino acid sequence and an MHC pseudo amino acid sequence, predict their binding affinity value. This is MHC class II binding data. (1) The peptide sequence is EFKLLSEEKVPWDQV. The MHC is HLA-DQA10303-DQB10402 with pseudo-sequence HLA-DQA10303-DQB10402. The binding affinity (normalized) is 0. (2) The peptide sequence is AAATAGTTVYGAFHA. The MHC is HLA-DQA10102-DQB10602 with pseudo-sequence HLA-DQA10102-DQB10602. The binding affinity (normalized) is 0.767. (3) The peptide sequence is SDVYKELCDAVYLSP. The MHC is DRB1_0101 with pseudo-sequence DRB1_0101. The binding affinity (normalized) is 0.559. (4) The peptide sequence is PCREQDELIGRGRVS. The MHC is DRB1_0901 with pseudo-sequence DRB1_0901. The binding affinity (normalized) is 0.569. (5) The peptide sequence is HAPAAPANPGLI. The MHC is DRB3_0101 with pseudo-sequence DRB3_0101. The binding affinity (normalized) is 0.